The task is: Predict the product of the given reaction.. This data is from Forward reaction prediction with 1.9M reactions from USPTO patents (1976-2016). (1) Given the reactants [NH2:1][C:2]1[CH:3]=[CH:4][C:5]([O:8][C:9]2[CH:10]=[C:11]3[C:15](=[CH:16][CH:17]=2)[N:14]([CH3:18])[C:13]([C:19]([N:21]2[CH2:26][CH2:25][N:24]([CH2:27][C:28]4[CH:33]=[CH:32][CH:31]=[CH:30][CH:29]=4)[CH2:23][CH2:22]2)=[O:20])=[CH:12]3)=[N:6][CH:7]=1.[Cl:34][C:35]1[CH:36]=[C:37]2[C:42](=[O:43])[O:41][C:39](=[O:40])[C:38]2=[CH:44][C:45]=1[Cl:46], predict the reaction product. The product is: [CH2:27]([N:24]1[CH2:25][CH2:26][N:21]([C:19]([C:13]2[N:14]([CH3:18])[C:15]3[C:11]([CH:12]=2)=[CH:10][C:9]([O:8][C:5]2[N:6]=[CH:7][C:2]([NH:1][C:39](=[O:40])[C:38]4[C:37](=[CH:36][C:35]([Cl:34])=[C:45]([Cl:46])[CH:44]=4)[C:42]([OH:43])=[O:41])=[CH:3][CH:4]=2)=[CH:17][CH:16]=3)=[O:20])[CH2:22][CH2:23]1)[C:28]1[CH:33]=[CH:32][CH:31]=[CH:30][CH:29]=1. (2) Given the reactants [CH3:1][N:2]1[CH2:7][CH2:6][NH:5][CH2:4][CH2:3]1.[CH2:8]([S:10]([C:13]1[CH:18]=[CH:17][C:16]([NH:19][C:20](=[O:28])[C@:21]([OH:27])([CH3:26])[C:22]([F:25])([F:24])[F:23])=[C:15]([Cl:29])[C:14]=1F)(=[O:12])=[O:11])[CH3:9].[Cl-].[NH4+], predict the reaction product. The product is: [Cl:29][C:15]1[C:14]([N:5]2[CH2:6][CH2:7][N:2]([CH3:1])[CH2:3][CH2:4]2)=[C:13]([S:10]([CH2:8][CH3:9])(=[O:12])=[O:11])[CH:18]=[CH:17][C:16]=1[NH:19][C:20](=[O:28])[C@:21]([OH:27])([CH3:26])[C:22]([F:25])([F:24])[F:23]. (3) Given the reactants [Si]([O:18][CH2:19][C:20]1[CH:21]=[C:22]([OH:30])[CH:23]=[C:24]([CH2:26][O:27][CH2:28][CH3:29])[CH:25]=1)(C(C)(C)C)(C1C=CC=CC=1)C1C=CC=CC=1.[H-].[Na+].Cl[C:34]1[C:39]([Cl:40])=[CH:38][C:37]([C:41]([F:44])([F:43])[F:42])=[CH:36][N:35]=1.[F-].C([N+](CCCC)(CCCC)CCCC)CCC.C(=O)([O-])O.[Na+], predict the reaction product. The product is: [Cl:40][C:39]1[C:34]([O:30][C:22]2[CH:21]=[C:20]([CH2:19][OH:18])[CH:25]=[C:24]([CH2:26][O:27][CH2:28][CH3:29])[CH:23]=2)=[N:35][CH:36]=[C:37]([C:41]([F:43])([F:42])[F:44])[CH:38]=1. (4) Given the reactants [C:1]([O:5][C:6]([NH:8][CH2:9][C:10]1[C:11]([CH2:27][CH:28]([CH3:30])[CH3:29])=[N:12][C:13]([CH3:26])=[C:14]([C:18]=1[C:19]1[CH:24]=[CH:23][C:22]([CH3:25])=[CH:21][CH:20]=1)[C:15]([OH:17])=[O:16])=[O:7])([CH3:4])([CH3:3])[CH3:2].Br[CH2:32][C:33]#[N:34].C(=O)([O-])[O-].[K+].[K+], predict the reaction product. The product is: [C:1]([O:5][C:6]([NH:8][CH2:9][C:10]1[C:11]([CH2:27][CH:28]([CH3:30])[CH3:29])=[N:12][C:13]([CH3:26])=[C:14]([C:18]=1[C:19]1[CH:24]=[CH:23][C:22]([CH3:25])=[CH:21][CH:20]=1)[C:15]([O:17][CH2:32][C:33]#[N:34])=[O:16])=[O:7])([CH3:4])([CH3:3])[CH3:2]. (5) Given the reactants [CH2:1]1[C@@H:3]([NH3+:4])[C@H:2]1[C:5]1[CH:10]=[CH:9][C:8]([F:11])=[C:7]([F:12])[CH:6]=1.C1C=CC(C(O)C([O-])=O)=CC=1.C(=O)([O-])[O-].[K+].[K+].Cl[C:31]1[C:32]2[N:43]=[N:42][N:41]([C@H:44]3[C@@H:48]4[O:49][C:50]([CH3:53])([CH3:52])[O:51][C@@H:47]4[C@@H:46]([O:54][CH2:55][CH2:56][OH:57])[CH2:45]3)[C:33]=2[N:34]=[C:35]([S:37][CH2:38][CH2:39][CH3:40])[N:36]=1, predict the reaction product. The product is: [F:12][C:7]1[CH:6]=[C:5]([C@@H:2]2[CH2:1][C@H:3]2[NH:4][C:31]2[C:32]3[N:43]=[N:42][N:41]([C@H:44]4[C@@H:48]5[O:49][C:50]([CH3:52])([CH3:53])[O:51][C@@H:47]5[C@@H:46]([O:54][CH2:55][CH2:56][OH:57])[CH2:45]4)[C:33]=3[N:34]=[C:35]([S:37][CH2:38][CH2:39][CH3:40])[N:36]=2)[CH:10]=[CH:9][C:8]=1[F:11].